Dataset: Full USPTO retrosynthesis dataset with 1.9M reactions from patents (1976-2016). Task: Predict the reactants needed to synthesize the given product. (1) The reactants are: [F:1][CH:2]([F:28])[C:3]1[CH:12]=[C:11]2[C:6]([C:7](=[O:19])[N:8]([NH:14][S:15]([CH3:18])(=[O:17])=[O:16])[C:9](=[O:13])[NH:10]2)=[CH:5][C:4]=1[C:20]1[N:21]([CH:25]([CH3:27])[CH3:26])[N:22]=[CH:23][CH:24]=1.Cl[C:30]([O:32][CH2:33][CH2:34][CH3:35])=[O:31]. Given the product [CH2:33]([O:32][C:30](=[O:31])[N:14]([N:8]1[C:7](=[O:19])[C:6]2[C:11](=[CH:12][C:3]([CH:2]([F:1])[F:28])=[C:4]([C:20]3[N:21]([CH:25]([CH3:26])[CH3:27])[N:22]=[CH:23][CH:24]=3)[CH:5]=2)[NH:10][C:9]1=[O:13])[S:15]([CH3:18])(=[O:16])=[O:17])[CH2:34][CH3:35], predict the reactants needed to synthesize it. (2) Given the product [C:21]([NH:24][C:25]1[CH:30]=[CH:29][C:28]([C:14]2[C:13]([I:19])=[C:12]3[C:17](=[CH:16][CH:15]=2)[C:8]([CH2:1][C:2]2[CH:7]=[CH:6][CH:5]=[CH:4][CH:3]=2)=[N:9][NH:10][C:11]3=[O:20])=[CH:27][CH:26]=1)(=[O:23])[CH3:22], predict the reactants needed to synthesize it. The reactants are: [CH2:1]([C:8]1[C:17]2[C:12](=[C:13]([I:19])[C:14](I)=[CH:15][CH:16]=2)[C:11](=[O:20])[NH:10][N:9]=1)[C:2]1[CH:7]=[CH:6][CH:5]=[CH:4][CH:3]=1.[C:21]([NH:24][C:25]1[CH:30]=[CH:29][C:28](B(O)O)=[CH:27][CH:26]=1)(=[O:23])[CH3:22]. (3) The reactants are: [C:1]([Si:5]([CH3:19])([CH3:18])[O:6][CH2:7][CH2:8][C:9]1[CH:10]=[C:11](B(O)O)[CH:12]=[CH:13][CH:14]=1)([CH3:4])([CH3:3])[CH3:2].C[Si]([N-][Si](C)(C)C)(C)C.[Na+].I[CH:31]1[CH2:34][O:33][CH2:32]1.C(=O)([O-])O.[Na+]. Given the product [C:1]([Si:5]([CH3:19])([CH3:18])[O:6][CH2:7][CH2:8][C:9]1[CH:14]=[CH:13][CH:12]=[C:11]([CH:31]2[CH2:34][O:33][CH2:32]2)[CH:10]=1)([CH3:4])([CH3:3])[CH3:2], predict the reactants needed to synthesize it. (4) Given the product [C:4]1([C:49]2[CH:54]=[CH:53][CH:52]=[CH:51][CH:50]=2)[CH:3]=[CH:2][C:1]([CH2:7][C@H:8]([NH:26][C:27](=[O:28])[C:29]2[CH:34]=[CH:33][CH:32]=[C:31]([CH3:58])[CH:30]=2)[C:9](=[O:25])[NH:10][CH2:11][CH2:12][NH:13][C:14]2[CH:19]=[CH:48][C:47]([O:46][CH3:45])=[CH:16][CH:15]=2)=[CH:6][CH:5]=1, predict the reactants needed to synthesize it. The reactants are: [CH:1]1([CH2:7][C@H:8]([NH:26][C:27]([C:29]2[CH:30]=[C:31](C3C=CC=C(OC)C=3)[CH:32]=[CH:33][CH:34]=2)=[O:28])[C:9](=[O:25])[NH:10][CH2:11][CH2:12][NH:13][C:14]2[CH:19]=CC(OC(F)(F)F)=[CH:16][CH:15]=2)[CH2:6][CH2:5][CH2:4][CH2:3][CH2:2]1.O1[CH2:48][CH2:47][O:46][CH2:45]C1.[C:49]1(B(O)O)[CH:54]=[CH:53][CH:52]=[CH:51][CH:50]=1.[C:58]([O-])([O-])=O.[Na+].[Na+]. (5) The reactants are: [OH:1][C:2]1[CH:7]=[CH:6][C:5]([N:8]2[CH2:13][CH2:12][NH:11][CH2:10][CH2:9]2)=[CH:4][CH:3]=1.C(OC([O-])=O)(OC[CH2:18][CH2:19][CH3:20])=O.[C:25](=[O:28])(O)[O-:26].[Na+].O1CCC[CH2:31]1. Given the product [C:19]([O:26][C:25]([N:11]1[CH2:12][CH2:13][N:8]([C:5]2[CH:4]=[CH:3][C:2]([OH:1])=[CH:7][CH:6]=2)[CH2:9][CH2:10]1)=[O:28])([CH3:18])([CH3:20])[CH3:31], predict the reactants needed to synthesize it. (6) The reactants are: [Cl:1][C:2]1[CH:7]=[C:6]([Cl:8])[CH:5]=[CH:4][C:3]=1[C:9]1[N:10]=[C:11](/[CH:14]=[CH:15]/[C:16]2[CH:21]=[CH:20][C:19]([C:22]3[CH:27]=[CH:26][C:25]([O:28][CH3:29])=[CH:24][CH:23]=3)=[CH:18][CH:17]=2)[NH:12][CH:13]=1.Br[CH2:31][CH2:32][CH2:33][CH3:34]. Given the product [CH2:31]([N:12]1[CH:13]=[C:9]([C:3]2[CH:4]=[CH:5][C:6]([Cl:8])=[CH:7][C:2]=2[Cl:1])[N:10]=[C:11]1/[CH:14]=[CH:15]/[C:16]1[CH:21]=[CH:20][C:19]([C:22]2[CH:23]=[CH:24][C:25]([O:28][CH3:29])=[CH:26][CH:27]=2)=[CH:18][CH:17]=1)[CH2:32][CH2:33][CH3:34], predict the reactants needed to synthesize it. (7) The reactants are: [CH:1](=O)[CH:2]=[CH:3][C:4]1[CH:9]=[CH:8][CH:7]=[CH:6][CH:5]=1.[CH:11](=[O:16])[CH2:12][CH2:13][CH2:14][CH3:15].[OH-].[Na+]. Given the product [CH2:13]([C:12](=[CH:1][CH:2]=[CH:3][C:4]1[CH:9]=[CH:8][CH:7]=[CH:6][CH:5]=1)[CH:11]=[O:16])[CH2:14][CH3:15], predict the reactants needed to synthesize it. (8) Given the product [CH3:28][O:27][CH:26]([O:29][CH3:30])[CH2:25][NH:24][C:10]1[CH:9]=[C:8]([C:6]2[CH:5]=[CH:4][N:3]=[C:2]([NH:39][C@H:32]([C:33]3[CH:38]=[CH:37][CH:36]=[CH:35][CH:34]=3)[CH3:31])[CH:7]=2)[N:13]=[C:12]([N:14]2[CH2:19][C@@H:18]3[CH2:20][C@H:15]2[CH2:16][N:17]3[CH:21]([CH3:23])[CH3:22])[N:11]=1, predict the reactants needed to synthesize it. The reactants are: Cl[C:2]1[CH:7]=[C:6]([C:8]2[N:13]=[C:12]([N:14]3[CH2:19][CH:18]4[CH2:20][CH:15]3[CH2:16][N:17]4[CH:21]([CH3:23])[CH3:22])[N:11]=[C:10]([NH:24][CH2:25][CH:26]([O:29][CH3:30])[O:27][CH3:28])[CH:9]=2)[CH:5]=[CH:4][N:3]=1.[CH3:31][C@H:32]([NH2:39])[C:33]1[CH:38]=[CH:37][CH:36]=[CH:35][CH:34]=1.C1C=CC(P(C2C(C3C(P(C4C=CC=CC=4)C4C=CC=CC=4)=CC=C4C=3C=CC=C4)=C3C(C=CC=C3)=CC=2)C2C=CC=CC=2)=CC=1.CC([O-])(C)C.[Na+].